This data is from NCI-60 drug combinations with 297,098 pairs across 59 cell lines. The task is: Regression. Given two drug SMILES strings and cell line genomic features, predict the synergy score measuring deviation from expected non-interaction effect. (1) Drug 1: C1=NC2=C(N1)C(=S)N=C(N2)N. Drug 2: CC1C(C(CC(O1)OC2CC(CC3=C2C(=C4C(=C3O)C(=O)C5=CC=CC=C5C4=O)O)(C(=O)C)O)N)O. Cell line: SW-620. Synergy scores: CSS=39.2, Synergy_ZIP=-9.97, Synergy_Bliss=-11.9, Synergy_Loewe=-9.63, Synergy_HSA=-7.37. (2) Drug 1: CCC1(CC2CC(C3=C(CCN(C2)C1)C4=CC=CC=C4N3)(C5=C(C=C6C(=C5)C78CCN9C7C(C=CC9)(C(C(C8N6C=O)(C(=O)OC)O)OC(=O)C)CC)OC)C(=O)OC)O.OS(=O)(=O)O. Drug 2: CS(=O)(=O)CCNCC1=CC=C(O1)C2=CC3=C(C=C2)N=CN=C3NC4=CC(=C(C=C4)OCC5=CC(=CC=C5)F)Cl. Synergy scores: CSS=59.4, Synergy_ZIP=13.0, Synergy_Bliss=14.9, Synergy_Loewe=-42.6, Synergy_HSA=7.53. Cell line: K-562. (3) Drug 1: C1=CC(=CC=C1CC(C(=O)O)N)N(CCCl)CCCl.Cl. Drug 2: CNC(=O)C1=NC=CC(=C1)OC2=CC=C(C=C2)NC(=O)NC3=CC(=C(C=C3)Cl)C(F)(F)F. Cell line: MCF7. Synergy scores: CSS=26.9, Synergy_ZIP=-6.02, Synergy_Bliss=-1.31, Synergy_Loewe=-9.13, Synergy_HSA=0.364. (4) Drug 1: C(=O)(N)NO. Drug 2: CC12CCC3C(C1CCC2OP(=O)(O)O)CCC4=C3C=CC(=C4)OC(=O)N(CCCl)CCCl.[Na+]. Cell line: PC-3. Synergy scores: CSS=5.15, Synergy_ZIP=4.35, Synergy_Bliss=3.01, Synergy_Loewe=-0.737, Synergy_HSA=-0.931. (5) Drug 1: C1=CC(=C2C(=C1NCCNCCO)C(=O)C3=C(C=CC(=C3C2=O)O)O)NCCNCCO. Drug 2: CC1=C(N=C(N=C1N)C(CC(=O)N)NCC(C(=O)N)N)C(=O)NC(C(C2=CN=CN2)OC3C(C(C(C(O3)CO)O)O)OC4C(C(C(C(O4)CO)O)OC(=O)N)O)C(=O)NC(C)C(C(C)C(=O)NC(C(C)O)C(=O)NCCC5=NC(=CS5)C6=NC(=CS6)C(=O)NCCC[S+](C)C)O. Cell line: MDA-MB-231. Synergy scores: CSS=35.4, Synergy_ZIP=-3.73, Synergy_Bliss=-2.93, Synergy_Loewe=-6.61, Synergy_HSA=0.598. (6) Drug 1: CC(C)(C#N)C1=CC(=CC(=C1)CN2C=NC=N2)C(C)(C)C#N. Drug 2: CC(C)CN1C=NC2=C1C3=CC=CC=C3N=C2N. Cell line: HT29. Synergy scores: CSS=-6.82, Synergy_ZIP=5.09, Synergy_Bliss=5.26, Synergy_Loewe=-7.55, Synergy_HSA=-7.18. (7) Cell line: M14. Drug 1: CC(C)CN1C=NC2=C1C3=CC=CC=C3N=C2N. Synergy scores: CSS=4.72, Synergy_ZIP=-2.17, Synergy_Bliss=-2.70, Synergy_Loewe=-6.79, Synergy_HSA=-2.58. Drug 2: COCCOC1=C(C=C2C(=C1)C(=NC=N2)NC3=CC=CC(=C3)C#C)OCCOC.Cl.